This data is from Reaction yield outcomes from USPTO patents with 853,638 reactions. The task is: Predict the reaction yield, written as a fraction of the theoretical maximum amount of product (1.0 means a 100% yield; for example, 0.34 means a 34% yield). (1) The product is [CH3:1][O:2][C:3](=[O:12])[C:4]1[CH:9]=[CH:8][C:7]([Cl:10])=[C:6]([NH:11][C:29](=[O:30])[CH2:28][O:27][CH2:20][C:21]2[CH:26]=[CH:25][CH:24]=[CH:23][CH:22]=2)[CH:5]=1. The reactants are [CH3:1][O:2][C:3](=[O:12])[C:4]1[CH:9]=[CH:8][C:7]([Cl:10])=[C:6]([NH2:11])[CH:5]=1.C(N(CC)CC)C.[CH2:20]([O:27][CH2:28][C:29](Cl)=[O:30])[C:21]1[CH:26]=[CH:25][CH:24]=[CH:23][CH:22]=1. The catalyst is C(Cl)Cl. The yield is 0.310. (2) The reactants are Br[C:2]1[CH:3]=[N:4][CH:5]=[C:6]([N:10]2[CH2:21][CH2:20][N:19]3[C:12](=[CH:13][C:14]4[CH2:15][C:16]([CH3:23])([CH3:22])[CH2:17][C:18]=43)[C:11]2=[O:24])[C:7]=1[CH:8]=[O:9].[CH3:25][N:26]1[CH:31]=[C:30](B2OC(C)(C)C(C)(C)O2)[CH:29]=[C:28]([NH:41][C:42]2[CH:51]=[C:45]3[CH2:46][N:47]([CH3:50])[CH2:48][CH2:49][N:44]3[N:43]=2)[C:27]1=[O:52].C([O-])(=O)C.[K+].[O-]P([O-])([O-])=O.[K+].[K+].[K+]. The catalyst is O.C1C=CC(P(C2C=CC=CC=2)[C-]2C=CC=C2)=CC=1.C1C=CC(P(C2C=CC=CC=2)[C-]2C=CC=C2)=CC=1.Cl[Pd]Cl.[Fe+2].C(#N)C. The product is [CH3:22][C:16]1([CH3:23])[CH2:15][C:14]2[CH:13]=[C:12]3[N:19]([CH2:20][CH2:21][N:10]([C:6]4[CH:5]=[N:4][CH:3]=[C:2]([C:30]5[CH:29]=[C:28]([NH:41][C:42]6[CH:51]=[C:45]7[CH2:46][N:47]([CH3:50])[CH2:48][CH2:49][N:44]7[N:43]=6)[C:27](=[O:52])[N:26]([CH3:25])[CH:31]=5)[C:7]=4[CH:8]=[O:9])[C:11]3=[O:24])[C:18]=2[CH2:17]1. The yield is 0.490. (3) The reactants are [Cl:1][C:2]1[CH:7]=[CH:6][C:5]([N+:8]([O-:10])=[O:9])=[CH:4][C:3]=1[OH:11].Br[CH2:13][CH2:14][O:15][Si:16]([C:19]([CH3:22])([CH3:21])[CH3:20])([CH3:18])[CH3:17].C(=O)([O-])[O-].[K+].[K+]. The catalyst is CN(C=O)C. The product is [C:19]([Si:16]([O:15][CH2:14][CH2:13][O:11][C:3]1[CH:4]=[C:5]([N+:8]([O-:10])=[O:9])[CH:6]=[CH:7][C:2]=1[Cl:1])([CH3:18])[CH3:17])([CH3:22])([CH3:21])[CH3:20]. The yield is 0.570. (4) The reactants are [CH3:1][O-].[Na+].[NH2:4][C:5]1[CH:6]=[C:7]2[C:12](=[CH:13][CH:14]=1)[CH:11]=[C:10]([C:15]1[CH:30]=[CH:29][C:18]([O:19][CH2:20][CH2:21][O:22][CH2:23][CH2:24][O:25][CH2:26][CH2:27][OH:28])=[CH:17][CH:16]=1)[CH:9]=[CH:8]2.C=O.[BH4-].[Na+]. The catalyst is CO. The product is [CH3:1][NH:4][C:5]1[CH:6]=[C:7]2[C:12](=[CH:13][CH:14]=1)[CH:11]=[C:10]([C:15]1[CH:16]=[CH:17][C:18]([O:19][CH2:20][CH2:21][O:22][CH2:23][CH2:24][O:25][CH2:26][CH2:27][OH:28])=[CH:29][CH:30]=1)[CH:9]=[CH:8]2. The yield is 0.940. (5) The reactants are [Si]([O:8][CH2:9][C:10]1([CH3:37])[S:16][CH2:15][CH2:14][N:13]2[C:17]([C:20]3([C:23]4[CH:28]=[CH:27][C:26]([C:29]5[CH:34]=[CH:33][CH:32]=[C:31]([O:35][CH3:36])[N:30]=5)=[CH:25][CH:24]=4)[CH2:22][CH2:21]3)=[N:18][N:19]=[C:12]2[CH2:11]1)(C(C)(C)C)(C)C.Cl. The catalyst is CO. The product is [CH3:36][O:35][C:31]1[N:30]=[C:29]([C:26]2[CH:27]=[CH:28][C:23]([C:20]3([C:17]4[N:13]5[CH2:14][CH2:15][S:16][C:10]([CH2:9][OH:8])([CH3:37])[CH2:11][C:12]5=[N:19][N:18]=4)[CH2:21][CH2:22]3)=[CH:24][CH:25]=2)[CH:34]=[CH:33][CH:32]=1. The yield is 0.950. (6) The reactants are [CH2:1]([O:3][C:4]([C:6]1[NH:7][C:8]([CH3:18])=[C:9]([CH2:12][CH2:13][C:14]([O:16][CH3:17])=[O:15])[C:10]=1[CH3:11])=[O:5])[CH3:2].O.[N+]([O-])([O-])=[O:21].[NH4+].C(=O)(O)[O-].[Na+]. The catalyst is C(O)(=O)C.O1CCCC1. The product is [CH2:1]([O:3][C:4]([C:6]1[NH:7][C:8]([CH:18]=[O:21])=[C:9]([CH2:12][CH2:13][C:14]([O:16][CH3:17])=[O:15])[C:10]=1[CH3:11])=[O:5])[CH3:2]. The yield is 0.600. (7) The reactants are [CH3:1][O:2][C:3]1[CH:18]=[C:17]([C:19]([F:22])([F:21])[F:20])[CH:16]=[C:15]([S:23][CH3:24])[C:4]=1[C:5]([NH:7][CH:8]1[C:13](=O)[CH2:12][CH2:11][O:10][CH2:9]1)=[O:6].C(O)(=O)C.[NH:29]1[CH2:33][CH2:32][CH2:31][CH2:30]1.C(O[BH-](OC(=O)C)OC(=O)C)(=O)C.[Na+]. The catalyst is O1CCCC1. The product is [CH3:1][O:2][C:3]1[CH:18]=[C:17]([C:19]([F:20])([F:22])[F:21])[CH:16]=[C:15]([S:23][CH3:24])[C:4]=1[C:5]([NH:7][C@H:8]1[C@@H:13]([N:29]2[CH2:33][CH2:32][CH2:31][CH2:30]2)[CH2:12][CH2:11][O:10][CH2:9]1)=[O:6]. The yield is 0.400.